The task is: Binary Classification. Given a miRNA mature sequence and a target amino acid sequence, predict their likelihood of interaction.. This data is from Experimentally validated miRNA-target interactions with 360,000+ pairs, plus equal number of negative samples. (1) The miRNA is hsa-miR-6746-3p with sequence CAGCCGCCGCCUGUCUCCACAG. The protein sequence of the target gene is MKGGEGDAGEQAPLNPEGESPAGSATYREFVHRGYLDLMGASQHSLRALSWRRLYLSRAKLKASSRTSALLSGFAMVAMVEVQLESDHEYPPGLLVAFSACTTVLVAVHLFALMVSTCLLPHIEAVSNIHNLNSVHQSPHQRLHRYVELAWGFSTALGTFLFLAEVVLVGWVKFVPIGAPLDTPTPMVPTSRVPGTLAPVATSLSPASNLPRSSASAAPSQAEPACPPRQACGGGGAHGPGWQAAMASTAIMVPVGLVFVAFALHFYRSLVAHKTDRYKQELEELNRLQGELQAV. Result: 0 (no interaction). (2) The miRNA is hsa-miR-548d-3p with sequence CAAAAACCACAGUUUCUUUUGC. The protein sequence of the target gene is MEPAEQPSELVSAEGRNRKAVLCQRCGSRVLQPGTALFSRRQLFLPSMRKKPALSDGSNPDGDLLQEHWLVEDMFIFENVGFTKDVGNIKFLVCADCEIGPIGWHCLDDKNSFYVALERVSHE. Result: 1 (interaction). (3) Result: 0 (no interaction). The protein sequence of the target gene is MSKPELKEDKMLEVHFVGDDDVLNHILDREGGAKLKKERAQLLVNPKKIIKKPEYDLEEDDQEVLKDQNYVEIMGRDVQESLKNGSATGGGNKVYSFQNRKHSEKMAKLASELAKTPQKSVSFSLKNDPEITINVPQSSKGHSASDKVQPKNNDKSEFLSTAPRSLRKRLIVPRSHSDSESEYSASNSEDDEGVAQEHEEDTNAVIFSQKIQAQNRVVSAPVGKETPSKRMKRDKTSDLVEEYFEAHSSSKVLTSDRTLQKLKRAKLDQQTLRNLLSKVSPSFSAELKQLNQQYEKLFHK.... The miRNA is hsa-miR-6874-5p with sequence AUGGAGCUGGAACCAGAUCAGGC. (4) The miRNA is ssc-miR-34c with sequence AGGCAGUGUAGUUAGCUGAUUGC. The protein sequence of the target gene is MEFSGRKWRKLRLAGDQRNASYPHCLQFYLQPPSENISLIEFENLAIDRVKLLKSVENLGVSYVKGTEQYQSKLESELRKLKFSYRENLEDEYEPRRRDHISHFILRLAYCQSEELRRWFIQQEMDLLRFRFSILPKDKIQDFLKDSQLQFEAISDEEKTLREQEIVASSPSLSGLKLGFESIYKIPFADALDLFRGRKVYLEDGFAYVPLKDIVAIILNEFRAKLSKALALTARSLPAVQSDERLQPLLNHLSHSYTGQDYSTQGNVGKISLDQIDLLSTKSFPPCMRQLHKALRENHH.... Result: 0 (no interaction).